Dataset: Catalyst prediction with 721,799 reactions and 888 catalyst types from USPTO. Task: Predict which catalyst facilitates the given reaction. (1) Reactant: CC#N.[NH2:4][CH2:5][C:6]([P:9](=[O:16])([O:13]CC)[O:10]CC)([CH3:8])[CH3:7].C[Si](Br)(C)C. Product: [NH2:4][CH2:5][C:6]([P:9](=[O:10])([OH:16])[OH:13])([CH3:8])[CH3:7]. The catalyst class is: 5. (2) Reactant: [Cl:1][C:2]1[N:7]=[C:6](Cl)[C:5]([F:9])=[CH:4][N:3]=1.[CH3:10][O:11][C:12]([C:14]1([CH3:22])[CH2:19][CH2:18][CH2:17][CH:16]([NH2:20])[CH:15]1[OH:21])=[O:13].CCN(C(C)C)C(C)C. Product: [CH3:10][O:11][C:12]([C:14]1([CH3:22])[CH2:19][CH2:18][CH2:17][CH:16]([NH:20][C:6]2[C:5]([F:9])=[CH:4][N:3]=[C:2]([Cl:1])[N:7]=2)[CH:15]1[OH:21])=[O:13]. The catalyst class is: 36. (3) Reactant: [S:1]1[C:10]2[CH2:9][CH2:8][CH2:7][N:6]([C:11]([O:13][CH2:14][CH3:15])=[O:12])[CH2:5][C:4]=2[CH:3]=[CH:2]1.C1C(=O)N([Br:23])C(=O)C1. Product: [Br:23][C:2]1[S:1][C:10]2[CH2:9][CH2:8][CH2:7][N:6]([C:11]([O:13][CH2:14][CH3:15])=[O:12])[CH2:5][C:4]=2[CH:3]=1. The catalyst class is: 10. (4) Reactant: [Cl:1][C:2]1[N:7]=[C:6](Cl)[C:5]([CH3:9])=[CH:4][N:3]=1.[C:10]([NH:13][CH2:14][CH2:15][NH2:16])(=[O:12])[CH3:11].C(N(C(C)C)C(C)C)C. Product: [Cl:1][C:2]1[N:7]=[C:6]([NH:16][CH2:15][CH2:14][NH:13][C:10](=[O:12])[CH3:11])[C:5]([CH3:9])=[CH:4][N:3]=1. The catalyst class is: 44.